This data is from Full USPTO retrosynthesis dataset with 1.9M reactions from patents (1976-2016). The task is: Predict the reactants needed to synthesize the given product. (1) Given the product [CH3:7][N:6]1[C:2]2[N:1]=[N:17][CH:15]=[C:14]([OH:16])[C:3]=2[C:4]([C:8]2[CH:13]=[CH:12][CH:11]=[CH:10][CH:9]=2)=[N:5]1, predict the reactants needed to synthesize it. The reactants are: [NH2:1][C:2]1[N:6]([CH3:7])[N:5]=[C:4]([C:8]2[CH:13]=[CH:12][CH:11]=[CH:10][CH:9]=2)[C:3]=1[C:14](=[O:16])[CH3:15].[N:17]([O-])=O.[Na+]. (2) Given the product [CH3:17][O:18][CH2:19][CH2:20][O:21][C:2]1[C:3]2[CH:10]=[CH:9][NH:8][C:4]=2[N:5]=[CH:6][N:7]=1, predict the reactants needed to synthesize it. The reactants are: Cl[C:2]1[C:3]2[CH:10]=[CH:9][NH:8][C:4]=2[N:5]=[CH:6][N:7]=1.C(=O)([O-])[O-].[Cs+].[Cs+].[CH3:17][O:18][CH2:19][CH2:20][OH:21]. (3) Given the product [Cl:23][C:24]1[N:54]=[CH:53][C:27]2[N:28]=[C:29]([CH3:52])[N:30]([C:33]3[CH:38]=[CH:37][C:36]([O:39][CH2:40][CH2:41][CH2:42][N:43]4[CH2:48][CH2:47][CH2:46][C@H:45]([CH3:49])[CH2:44]4)=[CH:35][C:34]=3[O:50][CH3:51])[C:31](=[O:32])[C:26]=2[CH:25]=1, predict the reactants needed to synthesize it. The reactants are: ClC1N=CC2N=C(C)N(C3C=CC(O)=CC=3OC)C(=O)C=2C=1.[Cl:23][C:24]1[N:54]=[CH:53][C:27]2[N:28]=[C:29]([CH3:52])[N:30]([C:33]3[CH:38]=[CH:37][C:36]([O:39][CH2:40][CH2:41][CH2:42][N:43]4[CH2:48][CH2:47][CH2:46][C@H:45]([CH3:49])[CH2:44]4)=[CH:35][C:34]=3[O:50][CH3:51])[C:31](=[O:32])[C:26]=2[CH:25]=1.C[C@H]1CCCN(CCCO)C1.C1(P(C2C=CC=CC=2)C2C=CC=CC=2)C=CC=CC=1.N(C(OC(C)C)=O)=NC(OC(C)C)=O.